Dataset: Reaction yield outcomes from USPTO patents with 853,638 reactions. Task: Predict the reaction yield, written as a fraction of the theoretical maximum amount of product (1.0 means a 100% yield; for example, 0.34 means a 34% yield). (1) The reactants are C(Cl)(=O)C(Cl)=O.CS(C)=O.[OH:11][CH2:12][C:13]1([CH2:18][NH:19][C:20](=[O:26])[O:21][C:22]([CH3:25])([CH3:24])[CH3:23])[CH2:17][CH2:16][CH2:15][CH2:14]1.O. The catalyst is C(Cl)Cl. The product is [CH:12]([C:13]1([CH2:18][NH:19][C:20](=[O:26])[O:21][C:22]([CH3:24])([CH3:23])[CH3:25])[CH2:17][CH2:16][CH2:15][CH2:14]1)=[O:11]. The yield is 0.940. (2) The reactants are [C:1]([C:4]1[CH:9]=[CH:8][C:7]([C:10]2[CH:11]=[C:12]([NH:31][CH2:32][CH:33]3[CH2:38][CH2:37][O:36][CH2:35][CH2:34]3)[C:13]3[N:14]([C:16]([C:19]4[CH:30]=[CH:29][C:22]([C:23]([NH:25][CH:26]5[CH2:28][CH2:27]5)=[O:24])=[CH:21][CH:20]=4)=[CH:17][N:18]=3)[N:15]=2)=[CH:6][CH:5]=1)(=O)[NH2:2].N1C=CC=CC=1.C(OC(C(F)(F)F)=O)(C(F)(F)F)=O.C(=O)([O-])[O-].[K+].[K+]. The catalyst is C(OCC)(=O)C.O1CCOCC1. The product is [C:1]([C:4]1[CH:5]=[CH:6][C:7]([C:10]2[CH:11]=[C:12]([NH:31][CH2:32][CH:33]3[CH2:38][CH2:37][O:36][CH2:35][CH2:34]3)[C:13]3[N:14]([C:16]([C:19]4[CH:30]=[CH:29][C:22]([C:23]([NH:25][CH:26]5[CH2:27][CH2:28]5)=[O:24])=[CH:21][CH:20]=4)=[CH:17][N:18]=3)[N:15]=2)=[CH:8][CH:9]=1)#[N:2]. The yield is 0.210. (3) The reactants are Br[C:2]1[CH:3]=[CH:4][C:5]2[O:10][CH2:9][N:8]([CH2:11][C:12]3[CH:17]=[CH:16][C:15]([F:18])=[CH:14][CH:13]=3)[C:7](=[O:19])[C:6]=2[N:20]=1.[F:21][C:22]1[CH:27]=[CH:26][C:25]([C:28]2[O:29][C:30]3[CH:40]=[C:39]([N:41]([CH3:46])[S:42]([CH3:45])(=[O:44])=[O:43])[C:38](B4OC(C)(C)C(C)(C)O4)=[CH:37][C:31]=3[C:32]=2[C:33]([NH:35][CH3:36])=[O:34])=[CH:24][CH:23]=1.CC(C1C=C(C(C)C)C(C2C=CC=CC=2P(C2CCCCC2)C2CCCCC2)=C(C(C)C)C=1)C. The catalyst is O1CCOCC1.O.C1C=CC(/C=C/C(/C=C/C2C=CC=CC=2)=O)=CC=1.C1C=CC(/C=C/C(/C=C/C2C=CC=CC=2)=O)=CC=1.C1C=CC(/C=C/C(/C=C/C2C=CC=CC=2)=O)=CC=1.[Pd].[Pd]. The product is [F:18][C:15]1[CH:16]=[CH:17][C:12]([CH2:11][N:8]2[C:7](=[O:19])[C:6]3[N:20]=[C:2]([C:38]4[C:39]([N:41]([CH3:46])[S:42]([CH3:45])(=[O:44])=[O:43])=[CH:40][C:30]5[O:29][C:28]([C:25]6[CH:26]=[CH:27][C:22]([F:21])=[CH:23][CH:24]=6)=[C:32]([C:33]([NH:35][CH3:36])=[O:34])[C:31]=5[CH:37]=4)[CH:3]=[CH:4][C:5]=3[O:10][CH2:9]2)=[CH:13][CH:14]=1. The yield is 0.820. (4) The reactants are C(O)(C(F)(F)F)=O.[CH3:8][C@H:9]([O:12][C:13]1[N:14]=[C:15]([CH3:26])[C:16]([C:19]([O:21]C(C)(C)C)=[O:20])=[N:17][CH:18]=1)[C:10]#[CH:11]. The catalyst is C(Cl)Cl. The product is [CH3:8][C@H:9]([O:12][C:13]1[N:14]=[C:15]([CH3:26])[C:16]([C:19]([OH:21])=[O:20])=[N:17][CH:18]=1)[C:10]#[CH:11]. The yield is 0.890. (5) The reactants are Cl[C:2]1[N:7]=[C:6]([NH:8][CH:9]2[CH2:23][CH:12]3[CH2:13][N:14]([C:16]([O:18][C:19]([CH3:22])([CH3:21])[CH3:20])=[O:17])[CH2:15][CH:11]3[CH2:10]2)[C:5]([Cl:24])=[CH:4][N:3]=1.Cl.[CH3:26][N:27]1[C:35]([CH3:36])=[C:34]2[C:29]([CH:30]=[C:31]([NH2:37])[CH:32]=[CH:33]2)=[N:28]1.CCN(C(C)C)C(C)C. The catalyst is CCCCO. The product is [Cl:24][C:5]1[C:6]([NH:8][CH:9]2[CH2:23][CH:12]3[CH2:13][N:14]([C:16]([O:18][C:19]([CH3:22])([CH3:21])[CH3:20])=[O:17])[CH2:15][CH:11]3[CH2:10]2)=[N:7][C:2]([NH:37][C:31]2[CH:32]=[CH:33][C:34]3[C:29]([CH:30]=2)=[N:28][N:27]([CH3:26])[C:35]=3[CH3:36])=[N:3][CH:4]=1. The yield is 0.545. (6) The reactants are [CH2:1]([N:8]1[C:13](=[O:14])[C:12]([CH3:15])=[C:11]([CH3:16])[N:10]=[C:9]1[C@H:17]([NH:21][C:22](=[O:30])[C:23]1[CH:28]=[CH:27][C:26]([CH3:29])=[CH:25][CH:24]=1)[CH:18]([CH3:20])[CH3:19])[C:2]1[CH:7]=[CH:6][CH:5]=[CH:4][CH:3]=1.[H-].[Na+].Cl[CH2:34][CH2:35][N:36]1[CH2:40][CH2:39][CH2:38][CH2:37]1. The catalyst is CN(C=O)C. The product is [CH2:1]([N:8]1[C:13](=[O:14])[C:12]([CH3:15])=[C:11]([CH3:16])[N:10]=[C:9]1[C@H:17]([N:21]([CH2:34][CH2:35][N:36]1[CH2:40][CH2:39][CH2:38][CH2:37]1)[C:22](=[O:30])[C:23]1[CH:28]=[CH:27][C:26]([CH3:29])=[CH:25][CH:24]=1)[CH:18]([CH3:20])[CH3:19])[C:2]1[CH:3]=[CH:4][CH:5]=[CH:6][CH:7]=1. The yield is 0.490. (7) The reactants are [Br:1][C:2]1[C:6]([N+:7]([O-:9])=[O:8])=[C:5]([Br:10])[NH:4][N:3]=1.[H-].[Na+].Br[CH2:14][CH:15]([OH:18])[CH2:16][OH:17]. The catalyst is CN(C=O)C. The product is [Br:1][C:2]1[C:6]([N+:7]([O-:9])=[O:8])=[C:5]([Br:10])[N:4]([CH2:14][CH:15]([OH:18])[CH2:16][OH:17])[N:3]=1. The yield is 0.630. (8) The reactants are [Cl:1][C:2]1[CH:11]=[C:10]2[C:5]([C:6]([NH:12][CH2:13][CH2:14][CH2:15][CH2:16][NH2:17])=[CH:7][CH:8]=[N:9]2)=[CH:4][CH:3]=1.C(Cl)CCl.[CH2:22]([N:24]([CH2:27][CH3:28])[CH2:25][CH3:26])[CH3:23].CN([CH:32]=[O:33])C. The catalyst is C(Cl)(Cl)Cl. The product is [Cl:1][C:2]1[CH:11]=[C:10]2[C:5]([C:6]([N:12]([C:32](=[O:33])[CH2:23][CH2:22][N:24]([CH2:27][CH3:28])[CH2:25][CH3:26])[CH2:13][CH2:14][CH2:15][CH2:16][NH2:17])=[CH:7][CH:8]=[N:9]2)=[CH:4][CH:3]=1. The yield is 0.600. (9) The reactants are Br[C:2]1[CH:3]=[C:4]([CH3:9])[CH:5]=[C:6]([CH3:8])[CH:7]=1.[NH2:10][CH2:11][CH2:12][CH2:13][CH2:14][OH:15]. No catalyst specified. The product is [CH3:8][C:6]1[CH:7]=[C:2]([NH:10][CH2:11][CH2:12][CH2:13][CH2:14][OH:15])[CH:3]=[C:4]([CH3:9])[CH:5]=1. The yield is 0.900.